This data is from HIV replication inhibition screening data with 41,000+ compounds from the AIDS Antiviral Screen. The task is: Binary Classification. Given a drug SMILES string, predict its activity (active/inactive) in a high-throughput screening assay against a specified biological target. (1) The molecule is O=S(=O)(c1ccccc1)C(Cl)c1cccc(Cl)c1. The result is 0 (inactive). (2) The drug is NC1CCC2(O)c3ccccc3C2C1. The result is 0 (inactive). (3) The molecule is CN(N)c1ncnc2c1cnn2C. The result is 0 (inactive).